This data is from Forward reaction prediction with 1.9M reactions from USPTO patents (1976-2016). The task is: Predict the product of the given reaction. (1) Given the reactants Br[CH2:2][C:3]1[CH:8]=[CH:7][CH:6]=[CH:5][N:4]=1.BrCC1CCCCO1.[NH:17]1[C:25]2[C:20](=[CH:21][CH:22]=[CH:23][CH:24]=2)[C:19]2([C:36]3[C:32]4=[N:33][O:34][N:35]=[C:31]4[CH:30]=[CH:29][C:28]=3[O:27][CH2:26]2)[C:18]1=[O:37], predict the reaction product. The product is: [N:4]1[CH:5]=[CH:6][CH:7]=[CH:8][C:3]=1[CH2:2][N:33]1[C:32]2[C:36]3[C:19]4([C:20]5[C:25](=[CH:24][CH:23]=[CH:22][CH:21]=5)[NH:17][C:18]4=[O:37])[CH2:26][O:27][C:28]=3[CH:29]=[CH:30][C:31]=2[NH:35][O:34]1. (2) Given the reactants [Br:1][C:2]1[CH:3]=[C:4]2[C:9](=[N:10][CH:11]=1)[N:8]([CH2:12][CH2:13]OS(C)(=O)=O)[CH:7]=[C:6]([C:19]([O:21][CH2:22][CH3:23])=[O:20])[C:5]2=[O:24].[CH3:25][N:26](C)[CH2:27]CN, predict the reaction product. The product is: [Br:1][C:2]1[CH:3]=[C:4]2[C:9](=[N:10][CH:11]=1)[N:8]([CH2:12][CH2:13][N:26]([CH3:27])[CH3:25])[CH:7]=[C:6]([C:19]([O:21][CH2:22][CH3:23])=[O:20])[C:5]2=[O:24]. (3) Given the reactants [NH:1]1[C:5]2[CH:6]=[CH:7][C:8]([C:10]([OH:12])=O)=[CH:9][C:4]=2[N:3]=[CH:2]1.[CH3:13][C:14]1([CH3:28])[CH2:23][C@H:22]2[C@H:17]([CH2:18][CH2:19][CH2:20][NH:21]2)[C:16]2[CH:24]=[CH:25][CH:26]=[CH:27][C:15]1=2, predict the reaction product. The product is: [NH:1]1[C:5]2[CH:6]=[CH:7][C:8]([C:10]([N:21]3[C@@H:22]4[C@@H:17]([C:16]5[CH:24]=[CH:25][CH:26]=[CH:27][C:15]=5[C:14]([CH3:28])([CH3:13])[CH2:23]4)[CH2:18][CH2:19][CH2:20]3)=[O:12])=[CH:9][C:4]=2[N:3]=[CH:2]1.